From a dataset of Forward reaction prediction with 1.9M reactions from USPTO patents (1976-2016). Predict the product of the given reaction. (1) The product is: [Br:41][C:9]1[C:10]2[CH2:11][N:12]([C:16]([O:18][C:19]([CH3:20])([CH3:21])[CH3:22])=[O:17])[CH2:13][CH2:14][C:15]=2[N:7]([CH2:6][O:5][CH2:4][CH2:3][Si:2]([CH3:23])([CH3:24])[CH3:1])[N:8]=1. Given the reactants [CH3:1][Si:2]([CH3:24])([CH3:23])[CH2:3][CH2:4][O:5][CH2:6][N:7]1[C:15]2[CH2:14][CH2:13][N:12]([C:16]([O:18][C:19]([CH3:22])([CH3:21])[CH3:20])=[O:17])[CH2:11][C:10]=2[CH:9]=[N:8]1.CN(P(N(C)C)(N(C)C)=O)C.[Li]CCCC.[Br:41]C(Cl)(Cl)C(Br)(Cl)Cl, predict the reaction product. (2) Given the reactants [NH:1]1[CH2:6][CH2:5][CH:4]([N:7]2[C:11]3[CH:12]=[CH:13][C:14]([F:16])=[CH:15][C:10]=3[N:9]=[C:8]2[C:17]([F:23])([F:22])[C:18]([F:21])([F:20])[F:19])[CH2:3][CH2:2]1.Br[CH2:25][CH2:26][CH2:27][S:28][C:29]1[CH:34]=[CH:33][C:32]([F:35])=[CH:31][CH:30]=1.C([O-])([O-])=O.[K+].[K+].O, predict the reaction product. The product is: [F:22][C:17]([F:23])([C:8]1[N:7]([CH:4]2[CH2:5][CH2:6][N:1]([CH2:25][CH2:26][CH2:27][S:28][C:29]3[CH:34]=[CH:33][C:32]([F:35])=[CH:31][CH:30]=3)[CH2:2][CH2:3]2)[C:11]2[CH:12]=[CH:13][C:14]([F:16])=[CH:15][C:10]=2[N:9]=1)[C:18]([F:21])([F:20])[F:19].